This data is from Reaction yield outcomes from USPTO patents with 853,638 reactions. The task is: Predict the reaction yield, written as a fraction of the theoretical maximum amount of product (1.0 means a 100% yield; for example, 0.34 means a 34% yield). (1) The reactants are [OH:1][C:2]1[CH:7]=[CH:6][C:5]([C:8]2[CH:13]=[CH:12][C:11]([C:14]([F:17])([F:16])[F:15])=[CH:10][CH:9]=2)=[CH:4][C:3]=1[C:18]1[CH:23]=[CH:22][N:21]=[C:20]([N:24]2[CH2:29][CH2:28][N:27]([C:30]([O:32][C:33]([CH3:36])([CH3:35])[CH3:34])=[O:31])[CH2:26][CH2:25]2)[CH:19]=1.C(=O)([O-])[O-].[K+].[K+].[Cl:43][C:44]1[C:45](F)=[CH:46][C:47]([F:70])=[C:48]([S:50]([N:53]([CH2:59][C:60]2[CH:65]=[CH:64][C:63]([O:66][CH3:67])=[CH:62][C:61]=2[O:68][CH3:69])[C:54]2[S:55][CH:56]=[N:57][N:58]=2)(=[O:52])=[O:51])[CH:49]=1. The catalyst is CS(C)=O. The product is [Cl:43][C:44]1[CH:49]=[C:48]([S:50]([N:53]([CH2:59][C:60]2[CH:65]=[CH:64][C:63]([O:66][CH3:67])=[CH:62][C:61]=2[O:68][CH3:69])[C:54]2[S:55][CH:56]=[N:57][N:58]=2)(=[O:51])=[O:52])[C:47]([F:70])=[CH:46][C:45]=1[O:1][C:2]1[CH:7]=[CH:6][C:5]([C:8]2[CH:9]=[CH:10][C:11]([C:14]([F:16])([F:17])[F:15])=[CH:12][CH:13]=2)=[CH:4][C:3]=1[C:18]1[CH:23]=[CH:22][N:21]=[C:20]([N:24]2[CH2:29][CH2:28][N:27]([C:30]([O:32][C:33]([CH3:36])([CH3:35])[CH3:34])=[O:31])[CH2:26][CH2:25]2)[CH:19]=1. The yield is 0.900. (2) The reactants are [Cl:1][CH2:2][C:3](=[NH:6])[NH:4][OH:5].C(N(CC)CC)C.[F:14][C:15]1[CH:23]=[CH:22][C:21]([C:24]([F:27])([F:26])[F:25])=[CH:20][C:16]=1[C:17](Cl)=O. The catalyst is C1(C)C=CC=CC=1. The product is [Cl:1][CH2:2][C:3]1[N:6]=[C:17]([C:16]2[CH:20]=[C:21]([C:24]([F:25])([F:27])[F:26])[CH:22]=[CH:23][C:15]=2[F:14])[O:5][N:4]=1. The yield is 0.190. (3) The reactants are [Br:1]Br.[NH2:3][C:4]1[N:13]=[CH:12][CH:11]=[CH:10][C:5]=1[C:6]([O:8][CH3:9])=[O:7]. The catalyst is CC(O)=O. The product is [NH2:3][C:4]1[N:13]=[CH:12][C:11]([Br:1])=[CH:10][C:5]=1[C:6]([O:8][CH3:9])=[O:7]. The yield is 0.980. (4) The reactants are [Cl:1][C:2]1[CH:7]=[C:6]([Cl:8])[CH:5]=[CH:4][C:3]=1[C:9]1[C:10]2[N:11]([C:15]([CH:20]([OH:22])[CH3:21])=[C:16]([CH2:18][CH3:19])[N:17]=2)[CH:12]=[CH:13][N:14]=1.[CH2:23]([Mg]Cl)[CH2:24]C.C(OCC)C.CO.C(Cl)Cl. The catalyst is C1COCC1. The product is [Cl:1][C:2]1[CH:7]=[C:6]([Cl:8])[CH:5]=[CH:4][C:3]=1[C:9]1[C:10]2[N:11]([C:15]([C:20](=[O:22])[CH2:21][CH2:23][CH3:24])=[C:16]([CH2:18][CH3:19])[N:17]=2)[CH:12]=[CH:13][N:14]=1. The yield is 0.840. (5) The reactants are [F:1][C:2]1[CH:3]=[C:4]([C:9]2(O)[CH2:14][CH2:13][O:12][CH2:11][CH2:10]2)[CH:5]=[C:6]([F:8])[CH:7]=1.C1CCN2C(=NCCC2)CC1. The catalyst is C(Cl)Cl. The product is [F:1][C:2]1[CH:3]=[C:4]([C:9]2[CH2:14][CH2:13][O:12][CH2:11][CH:10]=2)[CH:5]=[C:6]([F:8])[CH:7]=1. The yield is 0.380.